Dataset: Full USPTO retrosynthesis dataset with 1.9M reactions from patents (1976-2016). Task: Predict the reactants needed to synthesize the given product. (1) The reactants are: [CH3:1][C:2]1([CH3:22])[C:10]2=[CH:11][C:12]3[NH:13][C:14]4[C:19]([C:20]=3[CH:21]=[C:9]2[C:8]2[C:3]1=[CH:4][CH:5]=[CH:6][CH:7]=2)=[CH:18][CH:17]=[CH:16][CH:15]=4.Br[C:24]1[CH:25]=[CH:26][C:27]2[N:28]([C:37]3[CH:38]=[C:39]([C:49]4[CH:54]=[CH:53][CH:52]=[CH:51][CH:50]=4)[CH:40]=[C:41]([C:43]4[CH:48]=[CH:47][CH:46]=[CH:45][CH:44]=4)[CH:42]=3)[C:29]3[C:34]([C:35]=2[CH:36]=1)=[CH:33][CH:32]=[CH:31][CH:30]=3.P([O-])([O-])([O-])=O.[K+].[K+].[K+].ClCCl. Given the product [CH3:1][C:2]1([CH3:22])[C:10]2=[CH:11][C:12]3[N:13]([C:32]4[CH:31]=[CH:30][C:29]5[N:28]([C:37]6[CH:42]=[C:41]([C:43]7[CH:48]=[CH:47][CH:46]=[CH:45][CH:44]=7)[CH:40]=[C:39]([C:49]7[CH:50]=[CH:51][CH:52]=[CH:53][CH:54]=7)[CH:38]=6)[C:27]6[C:35]([C:34]=5[CH:33]=4)=[CH:36][CH:24]=[CH:25][CH:26]=6)[C:14]4[C:19]([C:20]=3[CH:21]=[C:9]2[C:8]2[C:3]1=[CH:4][CH:5]=[CH:6][CH:7]=2)=[CH:18][CH:17]=[CH:16][CH:15]=4, predict the reactants needed to synthesize it. (2) Given the product [Cl:1][C:2]1[C:3]([C:27]([F:30])([F:29])[F:28])=[N:4][N:5]([CH2:8][C:9]([CH:11]2[CH2:16][CH2:15][N:14]([C:17]3[CH:22]=[C:21]([OH:23])[C:20]([Cl:25])=[CH:19][C:18]=3[Cl:26])[CH2:13][CH2:12]2)=[O:10])[C:6]=1[CH3:7], predict the reactants needed to synthesize it. The reactants are: [Cl:1][C:2]1[C:3]([C:27]([F:30])([F:29])[F:28])=[N:4][N:5]([CH2:8][C:9]([CH:11]2[CH2:16][CH2:15][N:14]([C:17]3[CH:22]=[C:21]([O:23]C)[C:20]([Cl:25])=[CH:19][C:18]=3[Cl:26])[CH2:13][CH2:12]2)=[O:10])[C:6]=1[CH3:7].B(Br)(Br)Br.